Dataset: Full USPTO retrosynthesis dataset with 1.9M reactions from patents (1976-2016). Task: Predict the reactants needed to synthesize the given product. (1) Given the product [C:1]([OH:6])(=[O:5])[CH2:2][OH:3].[CH3:15][C@H:13]([OH:14])[C:12]([OH:17])=[O:16], predict the reactants needed to synthesize it. The reactants are: [C:1]([OH:6])(=[O:5])[CH:2](C)[OH:3].[C:1]([OH:6])(=[O:5])[CH2:2][OH:3].[C:12]([OH:17])(=[O:16])[CH:13]([CH3:15])[OH:14]. (2) Given the product [F:1][C:2]1[CH:3]=[C:4]([CH2:9][C:10]([O:12][CH2:13][CH3:14])=[O:11])[CH:5]=[C:6]([I:16])[C:7]=1[OH:8], predict the reactants needed to synthesize it. The reactants are: [F:1][C:2]1[CH:3]=[C:4]([CH2:9][C:10]([O:12][CH2:13][CH3:14])=[O:11])[CH:5]=[CH:6][C:7]=1[OH:8].[Na+].[I-:16].